This data is from Catalyst prediction with 721,799 reactions and 888 catalyst types from USPTO. The task is: Predict which catalyst facilitates the given reaction. (1) Reactant: [Cl:1][C:2]1[CH:30]=[C:29]([O:31][CH:32]([CH3:34])[CH3:33])[CH:28]=[CH:27][C:3]=1[C:4]([N:6]1[C:12]2[CH:13]=[CH:14][CH:15]=[CH:16][C:11]=2[CH2:10][N:9]([C:17]([NH:19][CH2:20][C:21]([O:23]CC)=[O:22])=[O:18])[C@H:8]([CH3:26])[CH2:7]1)=[O:5].[OH-].[Na+].Cl. Product: [Cl:1][C:2]1[CH:30]=[C:29]([O:31][CH:32]([CH3:34])[CH3:33])[CH:28]=[CH:27][C:3]=1[C:4]([N:6]1[C:12]2[CH:13]=[CH:14][CH:15]=[CH:16][C:11]=2[CH2:10][N:9]([C:17]([NH:19][CH2:20][C:21]([OH:23])=[O:22])=[O:18])[C@H:8]([CH3:26])[CH2:7]1)=[O:5]. The catalyst class is: 8. (2) Reactant: [CH:1]1([C:7]([C:9]2[O:10][C:11]3[CH:18]=[CH:17][C:16]([OH:19])=[CH:15][C:12]=3[C:13]=2[CH3:14])=[O:8])[CH2:6][CH2:5][CH2:4][CH2:3][CH2:2]1.P([O-])([O-])([O-])=O.[K+].[K+].[K+].CC1C=CC(S(O[CH:39]2[CH2:44][CH2:43][O:42][CH2:41][CH2:40]2)(=O)=O)=CC=1.O. Product: [CH:1]1([C:7]([C:9]2[O:10][C:11]3[CH:18]=[CH:17][C:16]([O:19][CH:39]4[CH2:44][CH2:43][O:42][CH2:41][CH2:40]4)=[CH:15][C:12]=3[C:13]=2[CH3:14])=[O:8])[CH2:2][CH2:3][CH2:4][CH2:5][CH2:6]1. The catalyst class is: 9. (3) Reactant: C([Li])CCC.[Cl-].[CH3:7][O:8][CH2:9][P+](C1C=CC=CC=1)(C1C=CC=CC=1)C1C=CC=CC=1.[CH3:29][O:30][C:31]1[CH:44]=[CH:43][C:34]([CH2:35][CH:36]2[CH2:41][CH2:40][O:39][CH2:38][C:37]2=O)=[CH:33][CH:32]=1.C([O-])(O)=O.[Na+]. Product: [CH3:29][O:30][C:31]1[CH:44]=[CH:43][C:34]([CH2:35][CH:36]2[CH2:41][CH2:40][O:39][CH2:38]/[C:37]/2=[CH:7]\[O:8][CH3:9])=[CH:33][CH:32]=1.[CH3:29][O:30][C:31]1[CH:44]=[CH:43][C:34]([CH2:35][CH:36]2[CH2:41][CH2:40][O:39][CH2:38]/[C:37]/2=[CH:7]/[O:8][CH3:9])=[CH:33][CH:32]=1. The catalyst class is: 1. (4) Reactant: [CH3:1][C:2]1[C:6]([C:7]2[CH:8]=[C:9](I)[C:10]3[N:14]=[C:13]([NH:15][S:16]([CH:19]4[CH2:21][CH2:20]4)(=[O:18])=[O:17])[NH:12][C:11]=3[CH:22]=2)=[C:5]([CH3:24])[O:4][N:3]=1.[CH3:25][C:26]1[C:27](B(O)O)=[C:28]2[C:33](=[CH:34][CH:35]=1)[N:32]=[CH:31][CH:30]=[CH:29]2.N12CCCN=C1CCCCC2.[Cl-].[NH4+]. Product: [CH3:1][C:2]1[C:6]([C:7]2[CH:8]=[C:9]([C:27]3[C:26]([CH3:25])=[CH:35][CH:34]=[C:33]4[C:28]=3[CH:29]=[CH:30][CH:31]=[N:32]4)[C:10]3[N:14]=[C:13]([NH:15][S:16]([CH:19]4[CH2:21][CH2:20]4)(=[O:18])=[O:17])[NH:12][C:11]=3[CH:22]=2)=[C:5]([CH3:24])[O:4][N:3]=1. The catalyst class is: 179. (5) Reactant: [CH2:1]([Se:4][Se:5][CH2:6][CH:7]=[CH2:8])[CH:2]=[CH2:3].[CH2:9]([Se:19][Se:20][CH2:21]/[CH:22]=[C:23](/[CH2:25]CC=C(C)C)\[CH3:24])/[CH:10]=[C:11](/[CH2:13]CC=C(C)C)\[CH3:12].C([Se]C/C=C(/CCC=C(C)C)\C)(CCC=C(C)C)(C=C)C.C1(P(C2C=CC=CC=2)C2C=CC=CC=2)C=CC=CC=1.[Se].[S]. Product: [CH2:1]([Se:4][Se:5][CH2:6][CH:7]=[CH2:8])[CH:2]=[CH2:3].[CH2:9]([Se:19][Se:20][CH2:21][CH:22]=[CH:23][CH3:24])[CH:10]=[CH:11][CH3:12].[CH2:21]([Se:20][Se:19][CH2:9][CH:10]=[C:11]([CH3:13])[CH3:12])[CH:22]=[C:23]([CH3:25])[CH3:24]. The catalyst class is: 22. (6) Reactant: [H-].[Na+].[CH2:3]([OH:7])[C:4]#[C:5][CH3:6].Cl[C:9]1[CH:14]=[C:13]([O:15][CH2:16][CH2:17][C:18]([CH3:21])([CH3:20])[CH3:19])[N:12]=[CH:11][N:10]=1.[Cl-].[NH4+]. Product: [CH2:3]([O:7][C:9]1[CH:14]=[C:13]([O:15][CH2:16][CH2:17][C:18]([CH3:21])([CH3:20])[CH3:19])[N:12]=[CH:11][N:10]=1)[C:4]#[C:5][CH3:6]. The catalyst class is: 7. (7) Reactant: [CH2:1]([O:8][CH2:9][C:10](C)([CH3:13])[C:11]#N)[C:2]1[CH:7]=[CH:6][CH:5]=[CH:4][CH:3]=1.[OH-].[K+].[C:17](=[O:20])([O-])[O-:18].[K+].[K+]. Product: [CH2:1]([O:8][CH2:9][C:10]([CH3:13])([CH3:11])[C:17]([OH:18])=[O:20])[C:2]1[CH:7]=[CH:6][CH:5]=[CH:4][CH:3]=1. The catalyst class is: 5.